Predict the product of the given reaction. From a dataset of Forward reaction prediction with 1.9M reactions from USPTO patents (1976-2016). (1) Given the reactants [CH:1]1([C:4]([N:6]2[CH2:11][CH2:10][N:9](C(OCC3C=CC=CC=3)=O)[CH2:8][CH2:7]2)=[O:5])[CH2:3][CH2:2]1, predict the reaction product. The product is: [CH:1]1([C:4]([N:6]2[CH2:11][CH2:10][NH:9][CH2:8][CH2:7]2)=[O:5])[CH2:2][CH2:3]1. (2) Given the reactants [CH2:1]([NH:8][C:9]([C:11]1[C:12]2[C:20]([OH:21])=[CH:19][C:18](=[O:22])[N:17]([O:23]CC3C=CC=CC=3)[C:13]=2[N:14]=[CH:15][N:16]=1)=[O:10])[C:2]1[CH:7]=[CH:6][CH:5]=[CH:4][CH:3]=1.Cl.C(O)(C(F)(F)F)=O, predict the reaction product. The product is: [CH2:1]([NH:8][C:9]([C:11]1[C:12]2[C:20]([OH:21])=[CH:19][C:18](=[O:22])[N:17]([OH:23])[C:13]=2[N:14]=[CH:15][N:16]=1)=[O:10])[C:2]1[CH:3]=[CH:4][CH:5]=[CH:6][CH:7]=1. (3) Given the reactants C(OC([N:8]1[CH2:13][CH2:12][CH:11]([N:14]2[CH:18]=[C:17]([C:19]3[CH:20]=[N:21][C:22]([NH2:37])=[C:23]([C:25]4[N:26]=[CH:27][C:28]5[C:33]([CH:34]=4)=[CH:32][CH:31]=[C:30]([O:35]C)[CH:29]=5)[CH:24]=3)[CH:16]=[N:15]2)[CH2:10][CH2:9]1)=O)(C)(C)C.B(Br)(Br)Br.C([O-])([O-])=O.[Na+].[Na+], predict the reaction product. The product is: [NH2:37][C:22]1[C:23]([C:25]2[N:26]=[CH:27][C:28]3[C:33]([CH:34]=2)=[CH:32][CH:31]=[C:30]([OH:35])[CH:29]=3)=[CH:24][C:19]([C:17]2[CH:16]=[N:15][N:14]([CH:11]3[CH2:12][CH2:13][NH:8][CH2:9][CH2:10]3)[CH:18]=2)=[CH:20][N:21]=1. (4) Given the reactants [Cl:1][C:2]1[CH:3]=[CH:4][C:5]2[N:11]3[C:12]([CH3:16])=[C:13]([CH3:15])[N:14]=[C:10]3[C@@H:9]([CH2:17][CH2:18][C:19]([N:21]3[CH2:26][CH2:25][CH:24]([CH2:27][CH2:28][C:29]([O:31]CC)=[O:30])[CH2:23][CH2:22]3)=[O:20])[O:8][C@H:7]([C:34]3[CH:39]=[CH:38][CH:37]=[C:36]([O:40][CH3:41])[C:35]=3[O:42][CH3:43])[C:6]=2[CH:44]=1.C(=O)([O-])[O-].[K+].[K+].Cl, predict the reaction product. The product is: [Cl:1][C:2]1[CH:3]=[CH:4][C:5]2[N:11]3[C:12]([CH3:16])=[C:13]([CH3:15])[N:14]=[C:10]3[C@@H:9]([CH2:17][CH2:18][C:19]([N:21]3[CH2:22][CH2:23][CH:24]([CH2:27][CH2:28][C:29]([OH:31])=[O:30])[CH2:25][CH2:26]3)=[O:20])[O:8][C@H:7]([C:34]3[CH:39]=[CH:38][CH:37]=[C:36]([O:40][CH3:41])[C:35]=3[O:42][CH3:43])[C:6]=2[CH:44]=1.